Dataset: Peptide-MHC class I binding affinity with 185,985 pairs from IEDB/IMGT. Task: Regression. Given a peptide amino acid sequence and an MHC pseudo amino acid sequence, predict their binding affinity value. This is MHC class I binding data. (1) The peptide sequence is YLIHDNIMYT. The MHC is HLA-A02:01 with pseudo-sequence HLA-A02:01. The binding affinity (normalized) is 0.957. (2) The peptide sequence is SSEADCFTY. The MHC is HLA-A69:01 with pseudo-sequence HLA-A69:01. The binding affinity (normalized) is 0.0847.